Dataset: Forward reaction prediction with 1.9M reactions from USPTO patents (1976-2016). Task: Predict the product of the given reaction. (1) Given the reactants [Cl:1][C:2]1[CH:3]=[C:4](I)[CH:5]=[CH:6][C:7]=1[Cl:8].[NH2:10][C@H:11]([C:13]([OH:15])=[O:14])[CH3:12].C1(NN=CC2C=CC=CC=2O)C=CC=CC=1.P([O-])([O-])([O-])=O.[K+].[K+].[K+].Cl, predict the reaction product. The product is: [Cl:1][C:2]1[CH:3]=[C:4]([NH:10][CH:11]([CH3:12])[C:13]([OH:15])=[O:14])[CH:5]=[CH:6][C:7]=1[Cl:8]. (2) Given the reactants [CH3:1][N:2]1[C:6]([CH3:7])=[C:5]([C:8]2[C:13]([C:14]([O:16][CH2:17][CH3:18])=[O:15])=[C:12]([CH3:19])[N:11]=[C:10](S(C)(=O)=O)[N:9]=2)[CH:4]=[N:3]1.[NH2:24][C@@H:25]1[CH2:30][CH2:29][CH2:28][CH2:27][C@@H:26]1[NH:31][C:32](=[O:38])[O:33][C:34]([CH3:37])([CH3:36])[CH3:35].CCN(CC)CC, predict the reaction product. The product is: [C:34]([O:33][C:32]([NH:31][C@H:26]1[CH2:27][CH2:28][CH2:29][CH2:30][C@H:25]1[NH:24][C:10]1[N:9]=[C:8]([C:5]2[CH:4]=[N:3][N:2]([CH3:1])[C:6]=2[CH3:7])[C:13]([C:14]([O:16][CH2:17][CH3:18])=[O:15])=[C:12]([CH3:19])[N:11]=1)=[O:38])([CH3:37])([CH3:35])[CH3:36].